This data is from Catalyst prediction with 721,799 reactions and 888 catalyst types from USPTO. The task is: Predict which catalyst facilitates the given reaction. (1) Reactant: C(N(CC)CC)C.Cl.[NH2:9][C:10]1[CH:11]=[N:12][C:13]2[C:18]([C:19]=1[OH:20])=[CH:17][C:16]([CH3:21])=[CH:15][CH:14]=2.[C:22](Cl)(=[O:26])[CH2:23][CH2:24][CH3:25]. Product: [OH2:20].[C:22]([NH:9][C:10]1[CH:11]=[N:12][C:13]2[C:18]([C:19]=1[OH:20])=[CH:17][C:16]([CH3:21])=[CH:15][CH:14]=2)(=[O:26])[CH2:23][CH2:24][CH3:25].[C:22]([NH:9][C:10]1[CH:11]=[N:12][C:13]2[C:18]([C:19]=1[OH:20])=[CH:17][C:16]([CH3:21])=[CH:15][CH:14]=2)(=[O:26])[CH2:23][CH2:24][CH3:25]. The catalyst class is: 503. (2) Reactant: [OH:1][C@@H:2]1[CH2:6][CH2:5][CH2:4][C@H:3]1[C:7]([O:9]C)=O.O.[NH2:12][NH2:13]. Product: [OH:1][C@@H:2]1[CH2:6][CH2:5][CH2:4][C@H:3]1[C:7]([NH:12][NH2:13])=[O:9]. The catalyst class is: 41.